This data is from Full USPTO retrosynthesis dataset with 1.9M reactions from patents (1976-2016). The task is: Predict the reactants needed to synthesize the given product. Given the product [C:1]([O:5][C:6]([NH:8][C@H:9]([CH2:10][C:11]1[C:19]2[C:14](=[CH:15][CH:16]=[CH:17][CH:18]=2)[N:13]([CH:24]([CH3:25])[CH3:23])[CH:12]=1)[C:20]([OH:22])=[O:21])=[O:7])([CH3:4])([CH3:2])[CH3:3], predict the reactants needed to synthesize it. The reactants are: [C:1]([O:5][C:6]([NH:8][C@@H:9]([C:20]([OH:22])=[O:21])[CH2:10][C:11]1[C:19]2[C:14](=[CH:15][CH:16]=[CH:17][CH:18]=2)[NH:13][CH:12]=1)=[O:7])([CH3:4])([CH3:3])[CH3:2].[CH3:23][C:24]1C=CC(S(OC(C)C)(=O)=O)=C[CH:25]=1.